From a dataset of Forward reaction prediction with 1.9M reactions from USPTO patents (1976-2016). Predict the product of the given reaction. Given the reactants C([O-])([O-])=O.[Na+].[Na+].Br[C:8]1[CH:9]=[CH:10][C:11]2=[C:12]([CH:35]=1)[N:13]=[C:14]([NH:27][C:28](=[O:34])[O:29][C:30]([CH3:33])([CH3:32])[CH3:31])[CH2:15][C:16]([C:18](=[O:26])[N:19]([CH2:23][CH2:24][CH3:25])[CH2:20][CH2:21][CH3:22])=[CH:17]2.O.[K].[K].C1(P(C2C=CC(S(O)(=O)=O)=CC=2)C2C=CC(S(O)(=O)=O)=CC=2)C=CC=CC=1.N#N.[CH3:68][N:69]([CH3:81])[C:70]([C:72]1[CH:77]=[CH:76][C:75](B(O)O)=[CH:74][CH:73]=1)=[O:71], predict the reaction product. The product is: [CH3:68][N:69]([CH3:81])[C:70]([C:72]1[CH:77]=[CH:76][C:75]([C:8]2[CH:9]=[CH:10][C:11]3=[C:12]([CH:35]=2)[N:13]=[C:14]([NH:27][C:28](=[O:34])[O:29][C:30]([CH3:32])([CH3:31])[CH3:33])[CH2:15][C:16]([C:18](=[O:26])[N:19]([CH2:20][CH2:21][CH3:22])[CH2:23][CH2:24][CH3:25])=[CH:17]3)=[CH:74][CH:73]=1)=[O:71].